From a dataset of NCI-60 drug combinations with 297,098 pairs across 59 cell lines. Regression. Given two drug SMILES strings and cell line genomic features, predict the synergy score measuring deviation from expected non-interaction effect. (1) Cell line: T-47D. Drug 1: C1CC(C1)(C(=O)O)C(=O)O.[NH2-].[NH2-].[Pt+2]. Synergy scores: CSS=11.4, Synergy_ZIP=-5.75, Synergy_Bliss=-5.14, Synergy_Loewe=-28.5, Synergy_HSA=-4.80. Drug 2: CC=C1C(=O)NC(C(=O)OC2CC(=O)NC(C(=O)NC(CSSCCC=C2)C(=O)N1)C(C)C)C(C)C. (2) Drug 1: CC(CN1CC(=O)NC(=O)C1)N2CC(=O)NC(=O)C2. Drug 2: C1=NNC2=C1C(=O)NC=N2. Cell line: K-562. Synergy scores: CSS=28.0, Synergy_ZIP=-7.72, Synergy_Bliss=-0.0412, Synergy_Loewe=-7.74, Synergy_HSA=1.21. (3) Cell line: BT-549. Drug 2: CCC1(C2=C(COC1=O)C(=O)N3CC4=CC5=C(C=CC(=C5CN(C)C)O)N=C4C3=C2)O.Cl. Drug 1: CC1=CC=C(C=C1)C2=CC(=NN2C3=CC=C(C=C3)S(=O)(=O)N)C(F)(F)F. Synergy scores: CSS=14.5, Synergy_ZIP=1.27, Synergy_Bliss=2.58, Synergy_Loewe=-11.7, Synergy_HSA=1.67.